From a dataset of Full USPTO retrosynthesis dataset with 1.9M reactions from patents (1976-2016). Predict the reactants needed to synthesize the given product. (1) Given the product [CH3:1][C:2]1[CH:3]=[C:4]([CH:9]=[CH:10][C:11]=1[N+:12]([O-:14])=[O:13])[C:5]([NH:16][NH2:17])=[O:6], predict the reactants needed to synthesize it. The reactants are: [CH3:1][C:2]1[CH:3]=[C:4]([CH:9]=[CH:10][C:11]=1[N+:12]([O-:14])=[O:13])[C:5](OC)=[O:6].O.[NH2:16][NH2:17]. (2) Given the product [F:28][C:29]1[CH:34]=[CH:33][CH:32]=[CH:31][C:30]=1[NH:35][C:36]([NH:23][C:19]1[CH:20]=[CH:21][CH:22]=[C:17]([C:16]2[C:15]3[C:10](=[C:11]([C:24]([F:27])([F:25])[F:26])[CH:12]=[CH:13][CH:14]=3)[N:9]=[CH:8][C:7]=2[C:1]2[CH:2]=[CH:3][CH:4]=[CH:5][CH:6]=2)[CH:18]=1)=[O:37], predict the reactants needed to synthesize it. The reactants are: [C:1]1([C:7]2[CH:8]=[N:9][C:10]3[C:15]([C:16]=2[C:17]2[CH:18]=[C:19]([NH2:23])[CH:20]=[CH:21][CH:22]=2)=[CH:14][CH:13]=[CH:12][C:11]=3[C:24]([F:27])([F:26])[F:25])[CH:6]=[CH:5][CH:4]=[CH:3][CH:2]=1.[F:28][C:29]1[CH:34]=[CH:33][CH:32]=[CH:31][C:30]=1[N:35]=[C:36]=[O:37]. (3) Given the product [CH3:9][O:8][C:6]([CH:4]1[CH2:5][CH:2]([N:30]([CH2:29][C@@H:16]2[C@@H:14]3[C@@H:13]([O:12][C:11]([CH3:32])([CH3:10])[O:15]3)[C@H:18]([N:19]3[CH:27]=[N:26][C:25]4[C:20]3=[N:21][CH:22]=[N:23][C:24]=4[NH2:28])[O:17]2)[CH3:31])[CH2:3]1)=[O:7], predict the reactants needed to synthesize it. The reactants are: O=[C:2]1[CH2:5][CH:4]([C:6]([O:8][CH3:9])=[O:7])[CH2:3]1.[CH3:10][C:11]1([CH3:32])[O:15][C@@H:14]2[C@@H:16]([CH2:29][NH:30][CH3:31])[O:17][C@@H:18]([N:19]3[CH:27]=[N:26][C:25]4[C:20]3=[N:21][CH:22]=[N:23][C:24]=4[NH2:28])[C@@H:13]2[O:12]1.[BH3-]C#N.[Na+].